Dataset: NCI-60 drug combinations with 297,098 pairs across 59 cell lines. Task: Regression. Given two drug SMILES strings and cell line genomic features, predict the synergy score measuring deviation from expected non-interaction effect. (1) Drug 1: CC(CN1CC(=O)NC(=O)C1)N2CC(=O)NC(=O)C2. Drug 2: C1=NC2=C(N1)C(=S)N=CN2. Cell line: OVCAR3. Synergy scores: CSS=24.2, Synergy_ZIP=-19.2, Synergy_Bliss=-26.6, Synergy_Loewe=-38.9, Synergy_HSA=-24.0. (2) Drug 1: CC1OCC2C(O1)C(C(C(O2)OC3C4COC(=O)C4C(C5=CC6=C(C=C35)OCO6)C7=CC(=C(C(=C7)OC)O)OC)O)O. Drug 2: CC1=CC2C(CCC3(C2CCC3(C(=O)C)OC(=O)C)C)C4(C1=CC(=O)CC4)C. Cell line: LOX IMVI. Synergy scores: CSS=39.8, Synergy_ZIP=10.3, Synergy_Bliss=8.49, Synergy_Loewe=-9.85, Synergy_HSA=9.41. (3) Drug 1: CC1=C(C(CCC1)(C)C)C=CC(=CC=CC(=CC(=O)O)C)C. Drug 2: CC(C)(C#N)C1=CC(=CC(=C1)CN2C=NC=N2)C(C)(C)C#N. Cell line: A549. Synergy scores: CSS=16.5, Synergy_ZIP=-6.08, Synergy_Bliss=-1.63, Synergy_Loewe=-2.34, Synergy_HSA=-1.88.